From a dataset of Reaction yield outcomes from USPTO patents with 853,638 reactions. Predict the reaction yield, written as a fraction of the theoretical maximum amount of product (1.0 means a 100% yield; for example, 0.34 means a 34% yield). The reactants are [CH3:1][N:2]([CH3:21])[C:3]([C:6]1[CH:11]=[CH:10][C:9](B2OC(C)(C)C(C)(C)O2)=[CH:8][CH:7]=1)([CH3:5])[CH3:4].Br.[NH2:23][C:24]1[C:29]([C:30]2[CH:31]=[C:32]3[C:37](=[CH:38][CH:39]=2)[C:36](=[O:40])[NH:35][CH2:34][CH2:33]3)=[CH:28][C:27](Br)=[CH:26][N:25]=1. No catalyst specified. The product is [NH2:23][C:24]1[C:29]([C:30]2[CH:31]=[C:32]3[C:37](=[CH:38][CH:39]=2)[C:36](=[O:40])[NH:35][CH2:34][CH2:33]3)=[CH:28][C:27]([C:9]2[CH:8]=[CH:7][C:6]([C:3]([N:2]([CH3:1])[CH3:21])([CH3:4])[CH3:5])=[CH:11][CH:10]=2)=[CH:26][N:25]=1. The yield is 0.110.